From a dataset of Forward reaction prediction with 1.9M reactions from USPTO patents (1976-2016). Predict the product of the given reaction. (1) Given the reactants [Cl:1][C:2]1[C:3]([NH:21][C@H:22]([C:24]2[CH:29]=[CH:28][C:27]([F:30])=[CH:26][N:25]=2)[CH3:23])=[N:4][C:5]([NH:11][C:12]2[CH:16]=[C:15]([O:17][CH:18]([CH3:20])[CH3:19])[NH:14][N:13]=2)=[C:6]([N+:8]([O-])=O)[CH:7]=1.[CH2:31](O)C.C(OCC)(=O)C, predict the reaction product. The product is: [Cl:1][C:2]1[CH:7]=[C:6]2[N:8]=[CH:31][N:11]([C:12]3[CH:16]=[C:15]([O:17][CH:18]([CH3:20])[CH3:19])[NH:14][N:13]=3)[C:5]2=[N:4][C:3]=1[NH:21][C@H:22]([C:24]1[CH:29]=[CH:28][C:27]([F:30])=[CH:26][N:25]=1)[CH3:23]. (2) Given the reactants OC1C2C(=CC(C3C=CC(C(OC(C)(C)C)=O)=CC=3)=CC=2)N(C)C(=O)C=1C(=O)CCC=O.[O:33]1CCC[O:35][CH:34]1[CH2:39][CH2:40][C:41]([C:43]1[C:44](=[O:68])[N:45]([CH3:67])[C:46]2[C:51]([C:52]=1[OH:53])=[CH:50][CH:49]=[C:48]([C:54]1[CH:66]=[CH:65][C:57]([C:58]([O:60]C(C)(C)C)=[O:59])=[CH:56][CH:55]=1)[CH:47]=2)=[O:42], predict the reaction product. The product is: [C:34]([CH2:39][CH2:40][C:41]([C:43]1[C:44](=[O:68])[N:45]([CH3:67])[C:46]2[C:51]([C:52]=1[OH:53])=[CH:50][CH:49]=[C:48]([C:54]1[CH:55]=[CH:56][C:57]([C:58]([OH:60])=[O:59])=[CH:65][CH:66]=1)[CH:47]=2)=[O:42])([OH:35])=[O:33]. (3) Given the reactants C[O:2][C:3](=[O:32])[CH2:4][N:5]1[C:13]2[C:8](=[CH:9][C:10]([F:14])=[CH:11][CH:12]=2)[C:7]([CH2:15][C:16]2[CH:21]=[CH:20][CH:19]=[CH:18][C:17]=2[S:22]([C:25]2[CH:30]=[CH:29][CH:28]=[CH:27][CH:26]=2)(=[O:24])=[O:23])=[C:6]1[CH3:31].O1CCCC1.[OH-].[Na+].Cl, predict the reaction product. The product is: [C:25]1([S:22]([C:17]2[CH:18]=[CH:19][CH:20]=[CH:21][C:16]=2[CH2:15][C:7]2[C:8]3[C:13](=[CH:12][CH:11]=[C:10]([F:14])[CH:9]=3)[N:5]([CH2:4][C:3]([OH:32])=[O:2])[C:6]=2[CH3:31])(=[O:24])=[O:23])[CH:26]=[CH:27][CH:28]=[CH:29][CH:30]=1. (4) Given the reactants FC(F)(F)C(O)=O.C(O[C:13]([N:15](C)[NH:16][C:17]([CH:19]1[C:24](=O)[C@:23]2([CH3:29])[C:26]([CH3:28])([CH3:27])[C@H:20]1[CH2:21][CH2:22]2)=[O:18])=O)(C)(C)C, predict the reaction product. The product is: [CH3:13][N:15]1[C:24]2[C@:23]3([CH3:29])[C:26]([CH3:28])([CH3:27])[C@@H:20]([CH2:21][CH2:22]3)[C:19]=2[C:17](=[O:18])[NH:16]1. (5) Given the reactants C(Cl)(=O)C(Cl)=O.CN([CH:10]=[O:11])C.C(Cl)Cl.[F:15][C:16]1[C:24]([F:25])=[CH:23][C:22]([N+:26]([O-:28])=[O:27])=[CH:21][C:17]=1[C:18](O)=[O:19], predict the reaction product. The product is: [F:15][C:16]1[C:24]([F:25])=[CH:23][C:22]([N+:26]([O-:28])=[O:27])=[CH:21][C:17]=1[C:18]([O:11][CH3:10])=[O:19].